From a dataset of Forward reaction prediction with 1.9M reactions from USPTO patents (1976-2016). Predict the product of the given reaction. (1) The product is: [OH:11][C:12]1[CH:13]=[C:4]([OH:3])[CH:5]=[CH:6][C:7]=1[CH:8]([CH3:15])[CH2:9][C:10]([OH:1])=[O:14]. Given the reactants [OH-:1].[Na+].[OH:3][C:4]1[CH:13]=[C:12]2[C:7]([CH:8]([CH3:15])[CH2:9][C:10](=[O:14])[O:11]2)=[CH:6][CH:5]=1.CO.Cl, predict the reaction product. (2) Given the reactants [Cl:1][C:2]1[CH:7]=[CH:6][C:5]([C:8]2[N:12]([C:13]3[CH:18]=[CH:17][C:16]([Cl:19])=[CH:15][C:14]=3[Cl:20])[N:11]=[C:10]([CH2:21][O:22][C:23]([CH3:28])([CH3:27])[C:24](O)=[O:25])[C:9]=2[CH3:29])=[CH:4][CH:3]=1.Cl.CN(C)CCCN=C=NCC.FC1C(O)=C(F)C(F)=C(F)C=1F.[NH2:54][CH2:55][C:56]1[CH:64]=[CH:63][C:59]([C:60]([OH:62])=[O:61])=[CH:58][CH:57]=1, predict the reaction product. The product is: [Cl:1][C:2]1[CH:3]=[CH:4][C:5]([C:8]2[N:12]([C:13]3[CH:18]=[CH:17][C:16]([Cl:19])=[CH:15][C:14]=3[Cl:20])[N:11]=[C:10]([CH2:21][O:22][C:23]([CH3:27])([CH3:28])[C:24]([NH:54][CH2:55][C:56]3[CH:57]=[CH:58][C:59]([C:60]([OH:62])=[O:61])=[CH:63][CH:64]=3)=[O:25])[C:9]=2[CH3:29])=[CH:6][CH:7]=1. (3) Given the reactants [C:1]1([C:43]2[CH:48]=[CH:47][CH:46]=[CH:45][CH:44]=2)[CH:6]=[CH:5][C:4]([C@@:7]2([O:41][CH3:42])[CH2:40][N:10]3[C:11](=[O:39])[C@@H:12]([NH:31][C:32]([O:34][C:35]([CH3:38])([CH3:37])[CH3:36])=[O:33])[CH2:13][CH2:14][CH2:15][CH2:16][CH2:17][CH:18]=[CH:19][C@@H:20]4[CH2:25][C@@:21]4([C:26]([O:28]CC)=[O:27])[NH:22][C:23](=[O:24])[C@@H:9]3[CH2:8]2)=[CH:3][CH:2]=1.O.CO, predict the reaction product. The product is: [C:1]1([C:43]2[CH:48]=[CH:47][CH:46]=[CH:45][CH:44]=2)[CH:2]=[CH:3][C:4]([C@@:7]2([O:41][CH3:42])[CH2:40][N:10]3[C:11](=[O:39])[C@@H:12]([NH:31][C:32]([O:34][C:35]([CH3:37])([CH3:38])[CH3:36])=[O:33])[CH2:13][CH2:14][CH2:15][CH2:16][CH2:17][CH:18]=[CH:19][C@@H:20]4[CH2:25][C@@:21]4([C:26]([OH:28])=[O:27])[NH:22][C:23](=[O:24])[C@@H:9]3[CH2:8]2)=[CH:5][CH:6]=1. (4) The product is: [F:1][C:2]1[CH:3]=[CH:4][C:5]2[N:9]=[C:8]([C@@H:10]([N:12]([CH3:13])[C:22]3[N:30]=[CH:29][N:28]=[C:27]4[C:23]=3[N:24]=[CH:25][NH:26]4)[CH3:11])[N:7]([C:14]3[CH:15]=[CH:16][CH:17]=[CH:18][CH:19]=3)[C:6]=2[CH:20]=1. Given the reactants [F:1][C:2]1[CH:3]=[CH:4][C:5]2[N:9]=[C:8]([C@@H:10]([NH:12][CH3:13])[CH3:11])[N:7]([C:14]3[CH:19]=[CH:18][CH:17]=[CH:16][CH:15]=3)[C:6]=2[CH:20]=1.Cl[C:22]1[N:30]=[CH:29][N:28]=[C:27]2[C:23]=1[N:24]=[CH:25][N:26]2C1CCCCO1.CCN(C(C)C)C(C)C, predict the reaction product. (5) The product is: [F:36][CH:2]([F:1])[N:3]1[CH:7]=[C:6]([C:8]2[C:12]3=[N:13][CH:14]=[C:15]([C:17]4[C:18]([CH3:23])=[N:19][O:20][C:21]=4[CH3:22])[CH:16]=[C:11]3[N:10]([CH2:24][C:25]3([F:35])[CH2:34][CH2:33][C:28](=[O:29])[CH2:27][CH2:26]3)[CH:9]=2)[CH:5]=[N:4]1. Given the reactants [F:1][CH:2]([F:36])[N:3]1[CH:7]=[C:6]([C:8]2[C:12]3=[N:13][CH:14]=[C:15]([C:17]4[C:18]([CH3:23])=[N:19][O:20][C:21]=4[CH3:22])[CH:16]=[C:11]3[N:10]([CH2:24][C:25]3([F:35])[CH2:34][CH2:33][C:28]4(OCC[O:29]4)[CH2:27][CH2:26]3)[CH:9]=2)[CH:5]=[N:4]1.Cl.C(=O)([O-])[O-].[K+].[K+], predict the reaction product. (6) Given the reactants [NH2:1][C@H:2]([C:4]([OH:6])=[O:5])[CH3:3].[OH-].[Na+].O=[C:10]([CH2:16][CH2:17][CH3:18])[C:11]([O:13][CH2:14][CH3:15])=[O:12], predict the reaction product. The product is: [CH3:18][CH2:17][CH2:16][C@H:10]([NH:1][C@H:2]([C:4]([OH:6])=[O:5])[CH3:3])[C:11]([O:13][CH2:14][CH3:15])=[O:12]. (7) The product is: [CH3:35][O:34][C:29]([C:30]1([CH3:32])[O:24][CH2:23][CH:22]([CH2:21][C:20]2[CH:19]=[CH:18][C:17]([O:16][CH2:15][CH2:14][C:3]3[N:4]=[C:5]([C:7]4[CH:12]=[CH:11][C:10]([CH3:13])=[CH:9][CH:8]=4)[O:6][C:2]=3[CH3:1])=[CH:28][CH:27]=2)[CH2:25][O:26]1)=[O:33]. Given the reactants [CH3:1][C:2]1[O:6][C:5]([C:7]2[CH:12]=[CH:11][C:10]([CH3:13])=[CH:9][CH:8]=2)=[N:4][C:3]=1[CH2:14][CH2:15][O:16][C:17]1[CH:28]=[CH:27][C:20]([CH2:21][CH:22]([CH2:25][OH:26])[CH2:23][OH:24])=[CH:19][CH:18]=1.[C:29]([O:34][CH3:35])(=[O:33])[C:30]([CH3:32])=O.C(=O)(O)[O-].[Na+], predict the reaction product. (8) The product is: [Br:5][C:6]1[N:11]=[C:10]([C:12]2[N:14]=[CH:19][C:20]3[CH2:21][O:22][CH2:23][CH2:24][C:25]=3[N:13]=2)[CH:9]=[CH:8][C:7]=1[CH3:15]. Given the reactants C[O-].[Na+].Cl.[Br:5][C:6]1[N:11]=[C:10]([C:12]([NH2:14])=[NH:13])[CH:9]=[CH:8][C:7]=1[CH3:15].CN([CH:19]=[C:20]1[C:25](=O)[CH2:24][CH2:23][O:22][CH2:21]1)C, predict the reaction product. (9) Given the reactants Br[C:2]1[CH:27]=[CH:26][C:5]([CH2:6][O:7][C:8]2[CH:17]=[CH:16][CH:15]=[C:14]3[C:9]=2[CH:10]=[CH:11][C:12]([NH:18][S:19]([C:22]([F:25])([F:24])[F:23])(=[O:21])=[O:20])=[CH:13]3)=[CH:4][CH:3]=1.[Cl:28][C:29]1[CH:30]=[C:31](B(O)O)[CH:32]=[C:33]([Cl:35])[CH:34]=1.CS(C)=O, predict the reaction product. The product is: [Cl:28][C:29]1[CH:30]=[C:31]([C:2]2[CH:27]=[CH:26][C:5]([CH2:6][O:7][C:8]3[CH:17]=[CH:16][CH:15]=[C:14]4[C:9]=3[CH:10]=[CH:11][C:12]([NH:18][S:19]([C:22]([F:24])([F:23])[F:25])(=[O:21])=[O:20])=[CH:13]4)=[CH:4][CH:3]=2)[CH:32]=[C:33]([Cl:35])[CH:34]=1. (10) Given the reactants [NH2:1][CH2:2][CH2:3][CH2:4][OH:5].Br[CH2:7][C:8]([O:10][C:11]([CH3:14])([CH3:13])[CH3:12])=[O:9], predict the reaction product. The product is: [C:11]([O:10][C:8](=[O:9])[CH2:7][NH:1][CH2:2][CH2:3][CH2:4][OH:5])([CH3:14])([CH3:13])[CH3:12].